This data is from Catalyst prediction with 721,799 reactions and 888 catalyst types from USPTO. The task is: Predict which catalyst facilitates the given reaction. (1) Reactant: [OH:1][CH:2]1[CH2:7][CH2:6][CH2:5][CH:4](O)[CH:3]1[NH:9][C:10]([C@@H:12]([NH:24][C:25]([N:27]1[CH2:32][CH2:31][O:30][CH2:29][CH2:28]1)=[O:26])[CH2:13][S:14]([CH2:17][C:18]1[CH:23]=[CH:22][CH:21]=[CH:20][CH:19]=1)(=[O:16])=[O:15])=[O:11].CC(OI1(OC(C)=O)(OC(C)=O)OC(=O)C2C=CC=CC1=2)=O. Product: [O:1]=[C:2]1[C:3]([NH:9][C:10]([C@@H:12]([NH:24][C:25]([N:27]2[CH2:28][CH2:29][O:30][CH2:31][CH2:32]2)=[O:26])[CH2:13][S:14]([CH2:17][C:18]2[CH:23]=[CH:22][CH:21]=[CH:20][CH:19]=2)(=[O:15])=[O:16])=[O:11])=[CH:4][CH2:5][CH2:6][CH2:7]1. The catalyst class is: 2. (2) Product: [CH3:21][C:22]1([CH2:26][O:14][C:13](=[O:15])[CH:12]([NH:11][C:9]([O:8][CH2:1][C:2]2[CH:3]=[CH:4][CH:5]=[CH:6][CH:7]=2)=[O:10])[CH:16]([OH:18])[CH3:17])[CH2:25][O:24][CH2:23]1. Reactant: [CH2:1]([O:8][C:9]([NH:11][CH:12]([CH:16]([OH:18])[CH3:17])[C:13]([OH:15])=[O:14])=[O:10])[C:2]1[CH:7]=[CH:6][CH:5]=[CH:4][CH:3]=1.[Cs].Br[CH2:21][C:22]1([CH3:26])[CH2:25][O:24][CH2:23]1. The catalyst class is: 9. (3) Reactant: [OH-].[Li+].[Cl:3][C:4]1[CH:9]=[CH:8][C:7]([C:10](=[N:18][O:19][CH3:20])[CH2:11][CH2:12][C:13]([O:15]CC)=[O:14])=[CH:6][CH:5]=1.Cl. Product: [Cl:3][C:4]1[CH:9]=[CH:8][C:7]([C:10](=[N:18][O:19][CH3:20])[CH2:11][CH2:12][C:13]([OH:15])=[O:14])=[CH:6][CH:5]=1. The catalyst class is: 20. (4) Reactant: [CH3:1][O:2][N:3]([CH3:14])[C:4]([CH:6]1[CH2:9][CH:8]([CH2:10][C:11]([OH:13])=O)[CH2:7]1)=[O:5].CCN=C=NCCCN(C)C.Cl.C1C=CC2N(O)N=NC=2C=1.[F:37][C:38]([F:48])([F:47])[C:39]1[CH:40]=[C:41]([NH2:46])[C:42]([NH2:45])=[CH:43][CH:44]=1. Product: [NH2:45][C:42]1[CH:43]=[CH:44][C:39]([C:38]([F:37])([F:47])[F:48])=[CH:40][C:41]=1[NH:46][C:11]([CH2:10][CH:8]1[CH2:7][CH:6]([C:4]([N:3]([O:2][CH3:1])[CH3:14])=[O:5])[CH2:9]1)=[O:13]. The catalyst class is: 2. (5) Reactant: Cl[C:2]1[S:10][C:9]2[C:8]([C:11]([C:13]3[S:14][CH:15]=[CH:16][CH:17]=3)=[O:12])=[N:7][C:6]([NH:18][CH2:19][C:20]3[CH:21]=[N:22][CH:23]=[CH:24][CH:25]=3)=[N:5][C:4]=2[CH:3]=1.[CH3:26][NH2:27].O. The catalyst class is: 44. Product: [CH3:26][NH:27][C:2]1[S:10][C:9]2[C:8]([C:11]([C:13]3[S:14][CH:15]=[CH:16][CH:17]=3)=[O:12])=[N:7][C:6]([NH:18][CH2:19][C:20]3[CH:21]=[N:22][CH:23]=[CH:24][CH:25]=3)=[N:5][C:4]=2[CH:3]=1. (6) Reactant: CO[C:3](=[O:21])[C:4]1[CH:9]=[C:8]([C:10]2[CH:15]=[CH:14][N:13]=[N:12][CH:11]=2)[C:7]([C:16]([F:19])([F:18])[F:17])=[CH:6][C:5]=1[NH2:20].ClC([O:25][C:26]1C=CC(Cl)=CC=1)=O.[CH3:33][S:34]([NH:37][NH2:38])(=[O:36])=[O:35].CCN(C(C)C)C(C)C. Product: [O:25]=[C:26]1[N:38]([NH:37][S:34]([CH3:33])(=[O:36])=[O:35])[C:3](=[O:21])[C:4]2[C:5](=[CH:6][C:7]([C:16]([F:19])([F:18])[F:17])=[C:8]([C:10]3[CH:15]=[CH:14][N:13]=[N:12][CH:11]=3)[CH:9]=2)[NH:20]1. The catalyst class is: 12. (7) Reactant: [Li][CH2:2]CCC.[CH:6]([C@@H:8]([NH:12][C:13](=[O:19])[O:14][C:15]([CH3:18])([CH3:17])[CH3:16])[CH:9]([CH3:11])[CH3:10])=O.O. Product: [CH3:10][CH:9]([C@H:8]([NH:12][C:13](=[O:19])[O:14][C:15]([CH3:18])([CH3:17])[CH3:16])[CH:6]=[CH2:2])[CH3:11]. The catalyst class is: 1. (8) Reactant: [CH3:1][S:2]([CH2:5][CH2:6][N:7]1[CH2:12][CH2:11][N:10](C(OC(C)(C)C)=O)[CH2:9][CH2:8]1)(=[O:4])=[O:3].[ClH:20].CO. Product: [ClH:20].[CH3:1][S:2]([CH2:5][CH2:6][N:7]1[CH2:8][CH2:9][NH:10][CH2:11][CH2:12]1)(=[O:3])=[O:4].[ClH:20]. The catalyst class is: 5.